Dataset: Forward reaction prediction with 1.9M reactions from USPTO patents (1976-2016). Task: Predict the product of the given reaction. (1) Given the reactants CN(C=O)C.[OH:6][CH2:7][CH2:8][CH2:9][N:10]1[C:19]2[C:14](=[C:15]([CH2:20][CH:21]3[S:25][C:24](=[O:26])[NH:23][C:22]3=[O:27])[CH:16]=[CH:17][CH:18]=2)[CH2:13][CH2:12][C:11]1=[O:28].C(=O)([O-])[O-].[K+].[K+].[C:35]1([C:41](Cl)([C:48]2[CH:53]=[CH:52][CH:51]=[CH:50][CH:49]=2)[C:42]2[CH:47]=[CH:46][CH:45]=[CH:44][CH:43]=2)[CH:40]=[CH:39][CH:38]=[CH:37][CH:36]=1, predict the reaction product. The product is: [OH:6][CH2:7][CH2:8][CH2:9][N:10]1[C:19]2[C:14](=[C:15]([CH2:20][CH:21]3[S:25][C:24](=[O:26])[N:23]([C:41]([C:35]4[CH:40]=[CH:39][CH:38]=[CH:37][CH:36]=4)([C:48]4[CH:49]=[CH:50][CH:51]=[CH:52][CH:53]=4)[C:42]4[CH:43]=[CH:44][CH:45]=[CH:46][CH:47]=4)[C:22]3=[O:27])[CH:16]=[CH:17][CH:18]=2)[CH2:13][CH2:12][C:11]1=[O:28]. (2) Given the reactants [N+:1]([O-:4])([OH:3])=[O:2].[NH2:5][C@H:6]([C:11]([OH:13])=[O:12])[CH2:7][CH:8]([CH3:10])[CH3:9].[N+:14]([O-:17])([OH:16])=[O:15].[NH2:18][C@H:19]([C:24]([OH:26])=[O:25])[CH2:20][CH:21]([CH3:23])[CH3:22], predict the reaction product. The product is: [N+:1]([O-:4])([OH:3])=[O:2].[N+:14]([O-:17])([OH:16])=[O:15].[NH2:5][C@H:6]([C:11]([OH:13])=[O:12])[CH2:7][CH:8]([CH3:10])[CH3:9].[N+:1]([O-:4])([OH:3])=[O:2].[N+:1]([O-:4])([OH:3])=[O:2].[N+:1]([O-:4])([OH:3])=[O:2].[NH2:18][C@H:19]([C:24]([OH:26])=[O:25])[CH2:20][CH:21]([CH3:23])[CH3:22].